Dataset: Full USPTO retrosynthesis dataset with 1.9M reactions from patents (1976-2016). Task: Predict the reactants needed to synthesize the given product. (1) The reactants are: [CH:1]([N:4]([CH2:8][CH3:9])[CH:5]([CH3:7])[CH3:6])([CH3:3])C.C[C:11]1[CH:20]=[CH:19][C:18]2[C:13](=[C:14]([F:27])[CH:15]=CC=2N2CCNCC2)[N:12]=1.CS(O[CH2:33][CH2:34][C:35]1[CH:40]=[CH:39][CH:38]=[C:37]([N+:41]([O-:43])=[O:42])[CH:36]=1)(=O)=O.C[N:45](C)C=O. Given the product [F:27][C:14]1[C:13]([CH3:18])=[N:12][C:11]2[C:7]([CH:15]=1)=[C:5]([N:4]1[CH2:8][CH2:9][N:45]([CH2:33][CH2:34][C:35]3[CH:40]=[CH:39][CH:38]=[C:37]([N+:41]([O-:43])=[O:42])[CH:36]=3)[CH2:3][CH2:1]1)[CH:6]=[CH:19][CH:20]=2, predict the reactants needed to synthesize it. (2) The reactants are: [NH2:1][C:2]1[CH:11]=[CH:10][C:5]([C:6]([O:8][CH3:9])=[O:7])=[CH:4][CH:3]=1.[O:12]([CH2:19][C:20]1[CH:25]=[CH:24][C:23](C2NC3=NC=CC=C3N=2)=[CH:22][CH:21]=1)C1C=CC=CC=1.CCN(C(C)C)C(C)C.C(Cl)(=O)C1C=CC=CC=1. Given the product [C:19]([NH:1][C:2]1[CH:3]=[CH:4][C:5]([C:6]([O:8][CH3:9])=[O:7])=[CH:10][CH:11]=1)(=[O:12])[C:20]1[CH:25]=[CH:24][CH:23]=[CH:22][CH:21]=1, predict the reactants needed to synthesize it. (3) Given the product [CH3:15][C:13]([C:16]1[CH:17]=[C:18]([NH:19][C:7](=[O:9])[C:6]2[CH:10]=[C:2]([Cl:1])[CH:3]=[N:4][C:5]=2[OH:11])[CH:20]=[C:21]([C:23]([CH3:26])([CH3:25])[CH3:24])[CH:22]=1)([CH3:12])[CH3:14], predict the reactants needed to synthesize it. The reactants are: [Cl:1][C:2]1[CH:3]=[N:4][C:5]([OH:11])=[C:6]([CH:10]=1)[C:7]([OH:9])=O.[CH3:12][C:13]([C:16]1[CH:17]=[C:18]([CH:20]=[C:21]([C:23]([CH3:26])([CH3:25])[CH3:24])[CH:22]=1)[NH2:19])([CH3:15])[CH3:14]. (4) Given the product [F:23][C:18]1[CH:17]=[CH:16][C:15]([N:10]2[CH2:11][CH2:12][N:8]([C:3]3[CH:4]=[N:5][CH:6]=[CH:7][C:2]=3[CH3:1])[C:9]2=[O:13])=[CH:22][C:19]=1[CH:20]=[O:21], predict the reactants needed to synthesize it. The reactants are: [CH3:1][C:2]1[CH:7]=[CH:6][N:5]=[CH:4][C:3]=1[N:8]1[CH2:12][CH2:11][NH:10][C:9]1=[O:13].Br[C:15]1[CH:16]=[CH:17][C:18]([F:23])=[C:19]([CH:22]=1)[CH:20]=[O:21].N[C@@H]1CCCC[C@H]1N.P([O-])([O-])([O-])=O.[K+].[K+].[K+].